From a dataset of Full USPTO retrosynthesis dataset with 1.9M reactions from patents (1976-2016). Predict the reactants needed to synthesize the given product. (1) Given the product [Cl:1][C:2]1[CH:3]=[N:4][CH:5]=[C:6]([Cl:26])[C:7]=1[NH:8][C:9]([C:11]1[C:12]2[N:13]([N:19]=[C:20]([C:22]([F:24])([F:23])[F:25])[CH:21]=2)[C:14]([CH:17]([OH:18])[CH3:27])=[CH:15][CH:16]=1)=[O:10], predict the reactants needed to synthesize it. The reactants are: [Cl:1][C:2]1[CH:3]=[N:4][CH:5]=[C:6]([Cl:26])[C:7]=1[NH:8][C:9]([C:11]1[C:12]2[N:13]([N:19]=[C:20]([C:22]([F:25])([F:24])[F:23])[CH:21]=2)[C:14]([CH:17]=[O:18])=[CH:15][CH:16]=1)=[O:10].[CH3:27][Mg]Br.[Cl-].[NH4+]. (2) Given the product [O:19]=[S:11]1(=[O:20])[C:12]2[CH:18]=[CH:17][CH:16]=[CH:15][C:13]=2[NH:14][C:9]([C:6]2[C:7](=[O:8])[N:2]([N:1]=[CH:28][CH:27]([CH2:30][CH3:31])[CH2:25][CH3:26])[C:3]3[CH:24]=[CH:23][S:22][C:4]=3[C:5]=2[OH:21])=[N:10]1, predict the reactants needed to synthesize it. The reactants are: [NH2:1][N:2]1[C:7](=[O:8])[C:6]([C:9]2[NH:14][C:13]3[CH:15]=[CH:16][CH:17]=[CH:18][C:12]=3[S:11](=[O:20])(=[O:19])[N:10]=2)=[C:5]([OH:21])[C:4]2[S:22][CH:23]=[CH:24][C:3]1=2.[CH2:25]([CH:27]([CH2:30][CH3:31])[CH:28]=O)[CH3:26]. (3) Given the product [Cl:1][C:2]1[CH:3]=[CH:4][C:5]([C:8]2[N:13]=[C:12]([NH:14][C:26]([C:24]3[CH:25]=[N:20][CH:21]=[N:22][CH:23]=3)=[O:27])[CH:11]=[N:10][C:9]=2[O:15][CH:16]2[CH2:19][CH2:18][CH2:17]2)=[CH:6][CH:7]=1, predict the reactants needed to synthesize it. The reactants are: [Cl:1][C:2]1[CH:7]=[CH:6][C:5]([C:8]2[N:13]=[C:12]([NH2:14])[CH:11]=[N:10][C:9]=2[O:15][CH:16]2[CH2:19][CH2:18][CH2:17]2)=[CH:4][CH:3]=1.[N:20]1[CH:25]=[C:24]([C:26](O)=[O:27])[CH:23]=[N:22][CH:21]=1. (4) Given the product [F:1][C:2]1[CH:3]=[CH:4][C:5]([CH2:8][CH:9]([C:13]2[CH:18]=[CH:17][C:16]([S:19]([CH3:22])(=[O:21])=[O:20])=[CH:15][CH:14]=2)[C:10]([NH:30][C:31]2[N:32]=[CH:33][C:34]([CH2:37][O:38][C:39](=[O:41])[CH3:40])=[N:35][CH:36]=2)=[O:11])=[CH:6][CH:7]=1, predict the reactants needed to synthesize it. The reactants are: [F:1][C:2]1[CH:7]=[CH:6][C:5]([CH2:8][CH:9]([C:13]2[CH:18]=[CH:17][C:16]([S:19]([CH3:22])(=[O:21])=[O:20])=[CH:15][CH:14]=2)[C:10](O)=[O:11])=[CH:4][CH:3]=1.FC(F)(F)C(O)=O.[NH2:30][C:31]1[N:32]=[CH:33][C:34]([CH2:37][O:38][C:39](=[O:41])[CH3:40])=[N:35][CH:36]=1.CCN=C=NCCCN(C)C.Cl.